Dataset: Full USPTO retrosynthesis dataset with 1.9M reactions from patents (1976-2016). Task: Predict the reactants needed to synthesize the given product. (1) Given the product [O:14]1[C:18]2[CH:19]=[CH:20][CH:21]=[CH:22][C:17]=2[CH:16]=[C:15]1[C:23]1[N:27]2[N:28]=[C:29]([NH:11][C:9](=[O:10])[CH2:8][C:4]3[CH:5]=[CH:6][CH:7]=[C:2]([F:1])[CH:3]=3)[CH:30]=[CH:31][C:26]2=[N:25][CH:24]=1, predict the reactants needed to synthesize it. The reactants are: [F:1][C:2]1[CH:3]=[C:4]([CH2:8][C:9]([NH2:11])=[O:10])[CH:5]=[CH:6][CH:7]=1.[H-].[Na+].[O:14]1[C:18]2[CH:19]=[CH:20][CH:21]=[CH:22][C:17]=2[CH:16]=[C:15]1[C:23]1[N:27]2[N:28]=[C:29](Cl)[CH:30]=[CH:31][C:26]2=[N:25][CH:24]=1. (2) Given the product [CH3:1][N:2]1[C:6]([CH3:7])=[C:5]([NH:8][C:9]([C:11]2[CH:15]=[CH:14][N:13]([C:20](=[O:21])[C:19]3[CH:23]=[C:24]([I:27])[CH:25]=[CH:26][C:18]=3[F:17])[N:12]=2)=[O:10])[C:4]([CH3:16])=[N:3]1, predict the reactants needed to synthesize it. The reactants are: [CH3:1][N:2]1[C:6]([CH3:7])=[C:5]([NH:8][C:9]([C:11]2[CH:15]=[CH:14][NH:13][N:12]=2)=[O:10])[C:4]([CH3:16])=[N:3]1.[F:17][C:18]1[CH:26]=[CH:25][C:24]([I:27])=[CH:23][C:19]=1[C:20](Cl)=[O:21]. (3) Given the product [O-:27][S:24]([C:23]([F:30])([F:29])[F:22])(=[O:26])=[O:25].[F:1][C:2]1[CH:21]=[CH:20][C:5]([CH2:6][N:7]([CH2:16][CH:17]([CH3:19])[CH3:18])[S:8]([N:11]2[CH:15]=[CH:14][N+:13]([CH3:23])=[CH:12]2)(=[O:9])=[O:10])=[CH:4][CH:3]=1, predict the reactants needed to synthesize it. The reactants are: [F:1][C:2]1[CH:21]=[CH:20][C:5]([CH2:6][N:7]([CH2:16][CH:17]([CH3:19])[CH3:18])[S:8]([N:11]2[CH:15]=[CH:14][N:13]=[CH:12]2)(=[O:10])=[O:9])=[CH:4][CH:3]=1.[F:22][C:23]([F:30])([F:29])[S:24]([O:27]C)(=[O:26])=[O:25]. (4) Given the product [Cl:1][C:2]1[CH:3]=[C:4]([C:7]([N:30]([CH2:29][C:28]#[C:27][C:22]2[CH:23]=[CH:24][C:25]([F:26])=[C:20]([C:18]#[N:19])[CH:21]=2)[CH2:31][C:32]2[CH:37]=[CH:36][C:35]([O:38][CH3:39])=[CH:34][C:33]=2[O:40][CH3:41])=[O:9])[NH:5][CH:6]=1, predict the reactants needed to synthesize it. The reactants are: [Cl:1][C:2]1[CH:3]=[C:4]([C:7]([O:9]N2C(=O)CCC2=O)=O)[NH:5][CH:6]=1.[Cl-].[C:18]([C:20]1[CH:21]=[C:22]([C:27]#[C:28][CH2:29][NH2+:30][CH2:31][C:32]2[CH:37]=[CH:36][C:35]([O:38][CH3:39])=[CH:34][C:33]=2[O:40][CH3:41])[CH:23]=[CH:24][C:25]=1[F:26])#[N:19].C([O-])(O)=O.[Na+]. (5) Given the product [CH2:1]([O:8][C:9]1[CH:17]=[C:16]([O:18][CH2:19][C:20]2[CH:21]=[CH:22][CH:23]=[CH:24][CH:25]=2)[C:15]([C:26]([CH3:28])=[CH2:27])=[CH:14][C:10]=1[C:11]([N:48]1[CH2:49][C:50]2[C:55](=[CH:54][CH:53]=[C:52]([C:56]3([OH:63])[CH2:61][CH2:60][N:59]([CH3:62])[CH2:58][CH2:57]3)[CH:51]=2)[CH2:47]1)=[O:12])[C:2]1[CH:3]=[CH:4][CH:5]=[CH:6][CH:7]=1, predict the reactants needed to synthesize it. The reactants are: [CH2:1]([O:8][C:9]1[CH:17]=[C:16]([O:18][CH2:19][C:20]2[CH:25]=[CH:24][CH:23]=[CH:22][CH:21]=2)[C:15]([C:26]([CH3:28])=[CH2:27])=[CH:14][C:10]=1[C:11](O)=[O:12])[C:2]1[CH:7]=[CH:6][CH:5]=[CH:4][CH:3]=1.Cl.C(N=C=N)C.ON1C2C=CC=CC=2N=N1.Cl.Cl.[CH2:47]1[C:55]2[C:50](=[CH:51][C:52]([C:56]3([OH:63])[CH2:61][CH2:60][N:59]([CH3:62])[CH2:58][CH2:57]3)=[CH:53][CH:54]=2)[CH2:49][NH:48]1.C(N(CC)CC)C. (6) The reactants are: [C:1]([O:5][C:6]([N:8]1[CH2:13][CH2:12][N:11]([C:14]2C=[CH:18][C:17](Br)=[CH:16][C:15]=2C2CCC(C)(C)CC2)[CH2:10][CH2:9]1)=[O:7])([CH3:4])([CH3:3])[CH3:2].Cl.[CH3:30][O:31][C@H:32]1[CH2:37][CH2:36][CH2:35][NH:34][CH2:33]1.C[C:39]([CH3:42])([O-])C.[Na+].F[B-](F)(F)F.[C:49]([PH+](C(C)(C)C)C(C)(C)C)(C)(C)[CH3:50].[C:62]1([CH3:69])[C:63](C)=[CH:64][CH:65]=[CH:66][CH:67]=1. Given the product [C:1]([O:5][C:6]([N:8]1[CH2:13][CH2:12][N:11]([C:14]2[CH:15]=[CH:16][C:17]([N:34]3[CH2:35][CH2:36][CH2:37][C@H:32]([O:31][CH3:30])[CH2:33]3)=[CH:18][C:69]=2[CH:62]2[CH2:67][CH2:66][C:65]([CH2:39][CH3:42])([CH2:49][CH3:50])[CH2:64][CH2:63]2)[CH2:10][CH2:9]1)=[O:7])([CH3:4])([CH3:3])[CH3:2], predict the reactants needed to synthesize it. (7) Given the product [CH3:13][O:12][CH2:11][CH2:10][CH2:9][O:8][C:4]1[CH:3]=[C:2]([B:17]2[O:18][C:19]([CH3:21])([CH3:20])[C:15]([CH3:31])([CH3:14])[O:16]2)[CH:7]=[CH:6][CH:5]=1, predict the reactants needed to synthesize it. The reactants are: Br[C:2]1[CH:7]=[CH:6][CH:5]=[C:4]([O:8][CH2:9][CH2:10][CH2:11][O:12][CH3:13])[CH:3]=1.[CH3:14][C:15]1([CH3:31])[C:19]([CH3:21])([CH3:20])[O:18][B:17]([B:17]2[O:18][C:19]([CH3:21])([CH3:20])[C:15]([CH3:31])([CH3:14])[O:16]2)[O:16]1.C([O-])([O-])=O.[K+].[K+]. (8) Given the product [CH2:1]([O:3][C:4](=[O:14])[C:5]1[CH:10]=[CH:9][C:8]([N:24]2[CH2:25][CH2:26][CH:22]([NH:21][C:20]([O:19][C:15]([CH3:18])([CH3:17])[CH3:16])=[O:27])[CH2:23]2)=[C:7]([F:12])[C:6]=1[F:13])[CH3:2], predict the reactants needed to synthesize it. The reactants are: [CH2:1]([O:3][C:4](=[O:14])[C:5]1[CH:10]=[CH:9][C:8](F)=[C:7]([F:12])[C:6]=1[F:13])[CH3:2].[C:15]([O:19][C:20](=[O:27])[NH:21][CH:22]1[CH2:26][CH2:25][NH:24][CH2:23]1)([CH3:18])([CH3:17])[CH3:16].C(N(CC)CC)C.